From a dataset of Reaction yield outcomes from USPTO patents with 853,638 reactions. Predict the reaction yield, written as a fraction of the theoretical maximum amount of product (1.0 means a 100% yield; for example, 0.34 means a 34% yield). (1) The reactants are [CH:1]([C:4]1[CH:12]=[CH:11][C:10]2[NH:9][C:8]3[CH2:13][CH2:14][N:15]([CH3:17])[CH2:16][C:7]=3[C:6]=2[CH:5]=1)([CH3:3])[CH3:2].[OH-].[K+].[CH3:20][C:21]1[CH:26]=[N:25][C:24]([CH:27]=[CH2:28])=[CH:23][N:22]=1. The catalyst is CN1CCCC1=O.O. The product is [CH:1]([C:4]1[CH:12]=[CH:11][C:10]2[N:9]([CH2:28][CH2:27][C:24]3[CH:23]=[N:22][C:21]([CH3:20])=[CH:26][N:25]=3)[C:8]3[CH2:13][CH2:14][N:15]([CH3:17])[CH2:16][C:7]=3[C:6]=2[CH:5]=1)([CH3:3])[CH3:2]. The yield is 0.160. (2) The reactants are C([P:3]([C:6]1[CH:11]=[CH:10][CH:9]=[CH:8][CH:7]=1)(=[O:5])[O-:4])C.C(N([CH2:17][CH3:18])CC)C.[C:19]([OH:23])(=[O:22])[CH:20]=[O:21].[C:24]1(C)C=CC=C[CH:25]=1. No catalyst specified. The product is [CH2:24]([O:22][C:19](=[O:23])[CH:20]([P:3]([O:5][CH2:17][CH3:18])([C:6]1[CH:7]=[CH:8][CH:9]=[CH:10][CH:11]=1)=[O:4])[OH:21])[CH3:25]. The yield is 0.480. (3) The product is [CH3:1][N:2]1[C:7](=[S:10])[N:8]([CH3:9])[C:28](=[O:36])[N:27]([C:25]2[C:24]([F:37])=[CH:23][C:21]3[O:22][C:17]([F:16])([F:39])[C:18](=[O:38])[NH:19][C:20]=3[CH:26]=2)[C:3]1=[O:4]. The yield is 0.730. The reactants are [CH3:1][N:2]([C:7](=[S:10])[NH:8][CH3:9])[C:3](=O)[O:4]C.C([O-])(=O)C.[Na+].[F:16][C:17]1([F:39])[O:22][C:21]2[CH:23]=[C:24]([F:37])[C:25]([NH:27][C:28](=[O:36])OC3C=CC=CC=3)=[CH:26][C:20]=2[NH:19][C:18]1=[O:38]. The catalyst is CN(C=O)C. (4) The reactants are [OH:1][CH:2]1[CH:8]2[CH2:9][CH:5]([CH2:6][N:7]2[C:10]([O:12][C:13]([CH3:16])([CH3:15])[CH3:14])=[O:11])[CH2:4][CH2:3]1.C([O-])(=O)C.[Na+].[Cr](Cl)([O-])(=O)=O.[NH+]1C=CC=CC=1. The catalyst is ClCCl.CCOCC. The product is [O:1]=[C:2]1[CH:8]2[CH2:9][CH:5]([CH2:6][N:7]2[C:10]([O:12][C:13]([CH3:16])([CH3:15])[CH3:14])=[O:11])[CH2:4][CH2:3]1. The yield is 0.960. (5) The reactants are [Cl:1][C:2]1[CH:3]=[C:4]([C:8]2[N:9]=[C:10]([NH:20][C:21]3[CH:26]=[CH:25][C:24]([CH2:27][C:28](O)=[O:29])=[CH:23][CH:22]=3)[C:11]3[S:17](=[O:19])(=[O:18])[CH2:16][CH2:15][CH2:14][C:12]=3[N:13]=2)[CH:5]=[CH:6][CH:7]=1.C(Cl)CCl.C1C=[CH:37][C:38]2N(O)N=[N:41][C:39]=2C=1.C(N)CC. The catalyst is CN(C=O)C.C(OCC)(=O)C. The product is [Cl:1][C:2]1[CH:3]=[C:4]([C:8]2[N:9]=[C:10]([NH:20][C:21]3[CH:26]=[CH:25][C:24]([CH2:27][C:28]([NH:41][CH2:39][CH2:38][CH3:37])=[O:29])=[CH:23][CH:22]=3)[C:11]3[S:17](=[O:18])(=[O:19])[CH2:16][CH2:15][CH2:14][C:12]=3[N:13]=2)[CH:5]=[CH:6][CH:7]=1. The yield is 0.830. (6) The reactants are B(Br)(Br)Br.C[O:6][C:7]1[C:17]2[CH2:16][CH2:15][N:14]([C:18](=[O:23])[C:19]([F:22])([F:21])[F:20])[CH2:13][CH2:12][C:11]=2[CH:10]=[CH:9][CH:8]=1. The catalyst is C(Cl)Cl. The product is [OH:6][C:7]1[C:17]2[CH2:16][CH2:15][N:14]([C:18](=[O:23])[C:19]([F:22])([F:20])[F:21])[CH2:13][CH2:12][C:11]=2[CH:10]=[CH:9][CH:8]=1. The yield is 0.940. (7) The reactants are ClC(Cl)(O[C:5](=[O:11])[O:6][C:7](Cl)(Cl)Cl)Cl.[NH2:13][C:14]1[CH:19]=[C:18]([CH2:20][CH2:21][CH2:22][C:23]([O:25][CH2:26][CH3:27])=[O:24])[CH:17]=[CH:16][C:15]=1[C:28]1[CH:33]=[CH:32][CH:31]=[CH:30][CH:29]=1.C(N(CC)CC)C.O[C@H]1[CH2:47][CH2:46][C@H:45]([NH:48][C:49](=[O:58])[O:50][CH2:51][C:52]2[CH:57]=[CH:56][CH:55]=[CH:54][CH:53]=2)[CH2:44][CH2:43]1. The catalyst is ClCCl.O1CCCC1. The product is [CH2:51]([O:50][C:49]([NH:48][C@H:45]1[CH2:46][CH2:47][C@H:7]([O:6][C:5]([NH:13][C:14]2[CH:19]=[C:18]([CH2:20][CH2:21][CH2:22][C:23]([O:25][CH2:26][CH3:27])=[O:24])[CH:17]=[CH:16][C:15]=2[C:28]2[CH:29]=[CH:30][CH:31]=[CH:32][CH:33]=2)=[O:11])[CH2:43][CH2:44]1)=[O:58])[C:52]1[CH:57]=[CH:56][CH:55]=[CH:54][CH:53]=1. The yield is 0.680. (8) The reactants are [CH2:1]([O:8][C:9](=[O:21])[CH2:10][NH:11][CH2:12][C:13]1[CH:18]=[CH:17][C:16]([O:19][CH3:20])=[CH:15][CH:14]=1)[C:2]1[CH:7]=[CH:6][CH:5]=[CH:4][CH:3]=1.OC1C=CC=CN=1.[CH2:29]=[C:30]1[O:34][C:32](=[O:33])[CH2:31]1. The catalyst is C1COCC1. The product is [CH2:1]([O:8][C:9](=[O:21])[CH2:10][N:11]([CH2:12][C:13]1[CH:14]=[CH:15][C:16]([O:19][CH3:20])=[CH:17][CH:18]=1)[C:32](=[O:33])[CH2:31][C:30](=[O:34])[CH3:29])[C:2]1[CH:3]=[CH:4][CH:5]=[CH:6][CH:7]=1. The yield is 0.780.